From a dataset of NCI-60 drug combinations with 297,098 pairs across 59 cell lines. Regression. Given two drug SMILES strings and cell line genomic features, predict the synergy score measuring deviation from expected non-interaction effect. (1) Drug 1: CN1CCC(CC1)COC2=C(C=C3C(=C2)N=CN=C3NC4=C(C=C(C=C4)Br)F)OC. Drug 2: CNC(=O)C1=NC=CC(=C1)OC2=CC=C(C=C2)NC(=O)NC3=CC(=C(C=C3)Cl)C(F)(F)F. Cell line: PC-3. Synergy scores: CSS=5.41, Synergy_ZIP=-8.36, Synergy_Bliss=-5.11, Synergy_Loewe=-9.93, Synergy_HSA=-4.07. (2) Drug 1: CC1=C(C=C(C=C1)NC2=NC=CC(=N2)N(C)C3=CC4=NN(C(=C4C=C3)C)C)S(=O)(=O)N.Cl. Drug 2: C1CNP(=O)(OC1)N(CCCl)CCCl. Cell line: HOP-62. Synergy scores: CSS=4.00, Synergy_ZIP=-1.89, Synergy_Bliss=-1.38, Synergy_Loewe=-3.06, Synergy_HSA=-0.838. (3) Drug 1: C1=NC2=C(N1)C(=S)N=C(N2)N. Drug 2: CC1=C(C(CCC1)(C)C)C=CC(=CC=CC(=CC(=O)O)C)C. Cell line: EKVX. Synergy scores: CSS=23.5, Synergy_ZIP=-6.93, Synergy_Bliss=-3.65, Synergy_Loewe=-10.6, Synergy_HSA=-5.72. (4) Drug 1: CN1C(=O)N2C=NC(=C2N=N1)C(=O)N. Drug 2: CN(C(=O)NC(C=O)C(C(C(CO)O)O)O)N=O. Cell line: SF-295. Synergy scores: CSS=2.61, Synergy_ZIP=-3.59, Synergy_Bliss=-6.74, Synergy_Loewe=-4.03, Synergy_HSA=-3.29. (5) Drug 1: CC1=CC2C(CCC3(C2CCC3(C(=O)C)OC(=O)C)C)C4(C1=CC(=O)CC4)C. Drug 2: N.N.Cl[Pt+2]Cl. Cell line: SW-620. Synergy scores: CSS=-6.40, Synergy_ZIP=9.19, Synergy_Bliss=1.55, Synergy_Loewe=-4.07, Synergy_HSA=-3.46.